From a dataset of Catalyst prediction with 721,799 reactions and 888 catalyst types from USPTO. Predict which catalyst facilitates the given reaction. (1) Reactant: [Br:1][C:2]1[CH:11]=[CH:10][CH:9]=[C:8]2[C:3]=1[CH2:4][CH2:5][O:6][CH:7]2[C:12]([O:14]C)=[O:13].O[Li].O. Product: [Br:1][C:2]1[CH:11]=[CH:10][CH:9]=[C:8]2[C:3]=1[CH2:4][CH2:5][O:6][CH:7]2[C:12]([OH:14])=[O:13]. The catalyst class is: 200. (2) Reactant: C(OC([CH:7]([NH2:17])[C@@H:8]([CH2:13][CH:14]([CH3:16])[CH3:15])[CH2:9][C:10]([OH:12])=[O:11])=O)(C)C.Cl.O.CN. Product: [NH2:17][CH2:7][C@@H:8]([CH2:13][CH:14]([CH3:16])[CH3:15])[CH2:9][C:10]([OH:12])=[O:11]. The catalyst class is: 11. (3) The catalyst class is: 6. Reactant: [CH:1]1([C:4]2[N:8]([C@@H:9]([CH2:18][CH2:19][C:20]([O-:22])=[O:21])[CH2:10][C:11]([O:13][C:14]([CH3:17])([CH3:16])[CH3:15])=[O:12])[N:7]=[N:6][C:5]=2[CH:23]2[CH2:26][CH:25]([CH2:27][C:28]([CH3:31])([CH3:30])[CH3:29])[CH2:24]2)[CH2:3][CH2:2]1.[CH3:32]N(C=O)C.CI.C(=O)([O-])[O-].[K+].[K+]. Product: [CH:1]1([C:4]2[N:8]([C@@H:9]([CH2:18][CH2:19][C:20]([O:22][CH3:32])=[O:21])[CH2:10][C:11]([O:13][C:14]([CH3:16])([CH3:15])[CH3:17])=[O:12])[N:7]=[N:6][C:5]=2[CH:23]2[CH2:24][CH:25]([CH2:27][C:28]([CH3:31])([CH3:30])[CH3:29])[CH2:26]2)[CH2:2][CH2:3]1.